From a dataset of Peptide-MHC class II binding affinity with 134,281 pairs from IEDB. Regression. Given a peptide amino acid sequence and an MHC pseudo amino acid sequence, predict their binding affinity value. This is MHC class II binding data. (1) The peptide sequence is EKKSFAATQFEPLAA. The MHC is HLA-DPA10103-DPB10401 with pseudo-sequence HLA-DPA10103-DPB10401. The binding affinity (normalized) is 1.00. (2) The peptide sequence is GIDIFASKNFHLQKN. The MHC is DRB4_0101 with pseudo-sequence DRB4_0103. The binding affinity (normalized) is 0.705.